From a dataset of Forward reaction prediction with 1.9M reactions from USPTO patents (1976-2016). Predict the product of the given reaction. (1) Given the reactants [Br:1][C:2]1[CH:3]=[C:4]([C:8]([C:16]2[C:17]([C:22]#[N:23])=[N:18][CH:19]=[CH:20][CH:21]=2)=[N:9]S(C(C)(C)C)=O)[CH:5]=[CH:6][CH:7]=1.Br[C:25]1[CH:30]=[CH:29][C:28]([O:31][CH:32]([F:34])[F:33])=[C:27]([CH:35]2[CH2:37][CH2:36]2)[CH:26]=1, predict the reaction product. The product is: [Br:1][C:2]1[CH:3]=[C:4]([C:8]2([C:25]3[CH:30]=[CH:29][C:28]([O:31][CH:32]([F:33])[F:34])=[C:27]([CH:35]4[CH2:36][CH2:37]4)[CH:26]=3)[C:16]3[C:17](=[N:18][CH:19]=[CH:20][CH:21]=3)[C:22]([NH2:23])=[N:9]2)[CH:5]=[CH:6][CH:7]=1. (2) The product is: [Cl:1][C:2]1[C:7]([O:8][C:9]2[CH:14]=[CH:13][C:12]([C:15]([F:18])([F:16])[F:17])=[CH:11][CH:10]=2)=[CH:6][C:5]2[NH:19][C:12]([C:15]([F:18])([F:17])[F:16])=[N:20][C:4]=2[CH:3]=1. Given the reactants [Cl:1][C:2]1[CH:3]=[C:4]([NH2:20])[C:5]([NH2:19])=[CH:6][C:7]=1[O:8][C:9]1[CH:14]=[CH:13][C:12]([C:15]([F:18])([F:17])[F:16])=[CH:11][CH:10]=1.O.C(=O)(O)[O-].[Na+], predict the reaction product. (3) Given the reactants [CH2:1]([O:3][C:4](=[O:25])[CH2:5][C:6]1[CH:11]=[CH:10][C:9]([Cl:12])=[C:8]([O:13][C:14]2[CH:19]=[CH:18][C:17]([N+:20]([O-:22])=[O:21])=[CH:16][C:15]=2[CH2:23]Br)[CH:7]=1)[CH3:2].[F:26][C:27]([F:31])([F:30])[CH2:28][SH:29], predict the reaction product. The product is: [CH2:1]([O:3][C:4](=[O:25])[CH2:5][C:6]1[CH:11]=[CH:10][C:9]([Cl:12])=[C:8]([O:13][C:14]2[CH:19]=[CH:18][C:17]([N+:20]([O-:22])=[O:21])=[CH:16][C:15]=2[CH2:23][S:29][CH2:28][C:27]([F:31])([F:30])[F:26])[CH:7]=1)[CH3:2]. (4) The product is: [CH2:11]([C:10]1[C:4]2[C:5](=[N:6][CH:7]=[C:2](/[CH:33]=[CH:34]/[C:35]3[CH:40]=[CH:39][CH:38]=[CH:37][CH:36]=3)[N:3]=2)[N:8]([CH2:25][O:26][CH2:27][CH2:28][Si:29]([CH3:32])([CH3:31])[CH3:30])[C:9]=1[C:13]1[CH:18]=[CH:17][C:16]([C:19]2([CH3:24])[O:23][CH2:22][CH2:21][O:20]2)=[CH:15][CH:14]=1)[CH3:12]. Given the reactants Br[C:2]1[N:3]=[C:4]2[C:10]([CH2:11][CH3:12])=[C:9]([C:13]3[CH:18]=[CH:17][C:16]([C:19]4([CH3:24])[O:23][CH2:22][CH2:21][O:20]4)=[CH:15][CH:14]=3)[N:8]([CH2:25][O:26][CH2:27][CH2:28][Si:29]([CH3:32])([CH3:31])[CH3:30])[C:5]2=[N:6][CH:7]=1.[CH:33](/B(O)O)=[CH:34]\[C:35]1[CH:40]=[CH:39][CH:38]=[CH:37][CH:36]=1, predict the reaction product. (5) Given the reactants Br[CH2:2][C:3]1[CH:12]=[C:11]2[C:6]([CH:7]=[CH:8][C:9](=[O:13])[O:10]2)=[CH:5][CH:4]=1.[F:14][C:15]1[CH:20]=[CH:19][C:18]([F:21])=[CH:17][C:16]=1[OH:22].C(=O)([O-])[O-].[K+].[K+].O, predict the reaction product. The product is: [F:14][C:15]1[CH:20]=[CH:19][C:18]([F:21])=[CH:17][C:16]=1[O:22][CH2:2][C:3]1[CH:12]=[C:11]2[C:6]([CH:7]=[CH:8][C:9](=[O:13])[O:10]2)=[CH:5][CH:4]=1. (6) The product is: [ClH:12].[CH3:14][O:8][C:7](=[O:9])[C@H:4]1[CH2:3][C@@H:2]([OH:1])[CH2:6][NH:5]1. Given the reactants [OH:1][C@H:2]1[CH2:6][NH:5][C@@H:4]([C:7]([OH:9])=[O:8])[CH2:3]1.S(Cl)([Cl:12])=O.[CH3:14]O, predict the reaction product.